This data is from Peptide-MHC class I binding affinity with 185,985 pairs from IEDB/IMGT. The task is: Regression. Given a peptide amino acid sequence and an MHC pseudo amino acid sequence, predict their binding affinity value. This is MHC class I binding data. (1) The peptide sequence is ASAHVRQSEY. The MHC is HLA-A29:02 with pseudo-sequence HLA-A29:02. The binding affinity (normalized) is 0.572. (2) The peptide sequence is DPNPQEVVL. The MHC is HLA-B14:02 with pseudo-sequence HLA-B14:02. The binding affinity (normalized) is 0. (3) The peptide sequence is SEYLELDTI. The MHC is Patr-B2401 with pseudo-sequence Patr-B2401. The binding affinity (normalized) is 0.446. (4) The peptide sequence is NEELITEQM. The MHC is HLA-B44:02 with pseudo-sequence YYTKYREISTNTYENTAYIRYDDYTWAVDAYLSY. The binding affinity (normalized) is 0.479. (5) The peptide sequence is YPLTFGWCF. The MHC is HLA-B45:01 with pseudo-sequence HLA-B45:01. The binding affinity (normalized) is 0. (6) The peptide sequence is RYSNFAWYF. The MHC is HLA-B15:01 with pseudo-sequence HLA-B15:01. The binding affinity (normalized) is 0.0847. (7) The peptide sequence is RMMETQTSTW. The MHC is Mamu-B52 with pseudo-sequence Mamu-B52. The binding affinity (normalized) is 0.408.